Dataset: Forward reaction prediction with 1.9M reactions from USPTO patents (1976-2016). Task: Predict the product of the given reaction. (1) Given the reactants Br[C:2]1[CH:11]=[CH:10][C:5]([C:6]([O:8][CH3:9])=[O:7])=[C:4]([CH3:12])[CH:3]=1.[C:28]1([CH3:33])[CH:27]=CC=[CH:30][C:29]=1P([C:27]1C=C[CH:30]=[CH:29][C:28]=1[CH3:33])[C:29]1[CH:30]=CC=[CH:27][C:28]=1[CH3:33].[C:35](=O)([O-])[O-].[Cs+].[Cs+].C=CCC, predict the reaction product. The product is: [CH3:9][O:8][C:6](=[O:7])[C:5]1[CH:10]=[CH:11][C:2](/[CH:30]=[CH:29]/[C:28]([CH3:33])([CH3:35])[CH3:27])=[CH:3][C:4]=1[CH3:12]. (2) Given the reactants [CH3:1][CH2:2][CH2:3][C@H:4]([NH:10][C@H:11]([C:13]([N:15]1[C@H:23]([C:24]([OH:26])=[O:25])[CH2:22][C@H:21]2[C@@H:16]1[CH2:17][CH2:18][CH2:19][CH2:20]2)=[O:14])[CH3:12])[C:5]([O:7][CH2:8][CH3:9])=[O:6].[CH3:27][C:28]([NH2:31])([CH3:30])[CH3:29], predict the reaction product. The product is: [CH3:1][CH2:2][CH2:3][C@H:4]([NH:10][C@H:11]([C:13]([N:15]1[C@H:23]([C:24]([OH:26])=[O:25])[CH2:22][C@H:21]2[C@@H:16]1[CH2:17][CH2:18][CH2:19][CH2:20]2)=[O:14])[CH3:12])[C:5]([O:7][CH2:8][CH3:9])=[O:6].[CH3:27][C:28]([NH2:31])([CH3:30])[CH3:29].[NH:15]1[C:16]2[C:21](=[CH:20][CH:19]=[CH:18][CH:17]=2)[CH2:22][CH:23]1[C:24]([OH:26])=[O:25]. (3) Given the reactants [Cl:1][C:2]1[CH:3]=[CH:4][C:5]2[C:11]3[N:12](CC4C=CC(OC)=CC=4OC)[C:13](=[O:21])[C:14]([C:17]([O:19]C)=[O:18])=[C:15]([OH:16])[C:10]=3[CH2:9][CH2:8][CH2:7][C:6]=2[CH:33]=1.[N:34]1(C(OC(C)(C)C)=O)[CH2:40][CH2:39][CH2:38][NH:37][CH2:36][CH2:35]1, predict the reaction product. The product is: [ClH:1].[N:34]1([C:2]2[CH:3]=[CH:4][C:5]3[C:11]4[NH:12][C:13](=[O:21])[C:14]([C:17]([OH:19])=[O:18])=[C:15]([OH:16])[C:10]=4[CH2:9][CH2:8][CH2:7][C:6]=3[CH:33]=2)[CH2:40][CH2:39][CH2:38][NH:37][CH2:36][CH2:35]1. (4) Given the reactants [C:1]1([C:7]2[CH:8]=[C:9]([CH2:12][C:13](=S)[C:14]([OH:16])=[O:15])[S:10][CH:11]=2)[CH:6]=[CH:5][CH:4]=[CH:3][CH:2]=1.Cl.[NH2:19][OH:20], predict the reaction product. The product is: [OH:20][N:19]=[C:13]([CH2:12][C:9]1[S:10][CH:11]=[C:7]([C:1]2[CH:6]=[CH:5][CH:4]=[CH:3][CH:2]=2)[CH:8]=1)[C:14]([OH:16])=[O:15]. (5) Given the reactants [NH2:1][C:2]1[CH:7]=[CH:6][C:5]([Cl:8])=[CH:4][C:3]=1[C:9]([C:11]1[CH:16]=[CH:15][N:14]=[CH:13][CH:12]=1)=[O:10].N1C=CC=CC=1.[CH3:23][S:24](Cl)(=[O:26])=[O:25].[OH-].[Na+], predict the reaction product. The product is: [Cl:8][C:5]1[CH:6]=[CH:7][C:2]([NH:1][S:24]([CH3:23])(=[O:26])=[O:25])=[C:3]([C:9]([C:11]2[CH:16]=[CH:15][N:14]=[CH:13][CH:12]=2)=[O:10])[CH:4]=1. (6) Given the reactants C[O:2][C:3]([C:5]12[CH2:12][CH2:11][C:8]([C:13]3[NH:21][C:20]4[C:19](=[O:22])[N:18]([CH2:23][CH2:24][CH3:25])[C:17](=[O:26])[NH:16][C:15]=4[N:14]=3)([CH2:9][CH2:10]1)[CH2:7][CH2:6]2)=O.[BH4-].[Li+], predict the reaction product. The product is: [OH:2][CH2:3][C:5]12[CH2:10][CH2:9][C:8]([C:13]3[NH:21][C:20]4[C:19](=[O:22])[N:18]([CH2:23][CH2:24][CH3:25])[C:17](=[O:26])[NH:16][C:15]=4[N:14]=3)([CH2:11][CH2:12]1)[CH2:7][CH2:6]2. (7) Given the reactants [CH:1]([C:3]1[CH:8]=[CH:7][C:6]([C:9]2[CH:14]=[C:13]([C:15]3[N:19]4[CH:20]=[CH:21][CH:22]=[CH:23][C:18]4=[N:17][C:16]=3[C:24]3[CH:29]=[CH:28][C:27]([F:30])=[C:26]([F:31])[CH:25]=3)[CH:12]=[CH:11][N:10]=2)=[CH:5][CH:4]=1)=O.[NH:32]1[CH2:36][CH2:35][CH2:34][CH2:33]1, predict the reaction product. The product is: [F:31][C:26]1[CH:25]=[C:24]([C:16]2[N:17]=[C:18]3[CH:23]=[CH:22][CH:21]=[CH:20][N:19]3[C:15]=2[C:13]2[CH:12]=[CH:11][N:10]=[C:9]([C:6]3[CH:7]=[CH:8][C:3]([CH2:1][N:32]4[CH2:36][CH2:35][CH2:34][CH2:33]4)=[CH:4][CH:5]=3)[CH:14]=2)[CH:29]=[CH:28][C:27]=1[F:30].